This data is from Full USPTO retrosynthesis dataset with 1.9M reactions from patents (1976-2016). The task is: Predict the reactants needed to synthesize the given product. (1) Given the product [F:8][C:9]1[C:10]([CH3:19])=[C:11]([CH2:15][C:16]([O:7][C@@H:3]([CH2:4][CH2:5][Br:6])[CH2:2][Br:1])=[O:17])[CH:12]=[CH:13][CH:14]=1, predict the reactants needed to synthesize it. The reactants are: [Br:1][CH2:2][C@@H:3]([OH:7])[CH2:4][CH2:5][Br:6].[F:8][C:9]1[C:10]([CH3:19])=[C:11]([CH2:15][C:16](O)=[O:17])[CH:12]=[CH:13][CH:14]=1.C1(N=C=NC2CCCCC2)CCCCC1. (2) Given the product [F:38][C:2]([F:1])([F:37])[CH:3]([C:28]1[CH:29]=[C:30]([Cl:36])[C:31]([Cl:35])=[C:32]([Cl:34])[CH:33]=1)/[CH:4]=[CH:5]/[C:6]1[C:15]2[C:10](=[CH:11][CH:12]=[CH:13][CH:14]=2)[C:9]([CH2:16][NH2:17])=[CH:8][CH:7]=1, predict the reactants needed to synthesize it. The reactants are: [F:1][C:2]([F:38])([F:37])[CH:3]([C:28]1[CH:33]=[C:32]([Cl:34])[C:31]([Cl:35])=[C:30]([Cl:36])[CH:29]=1)/[CH:4]=[CH:5]/[C:6]1[C:15]2[C:10](=[CH:11][CH:12]=[CH:13][CH:14]=2)[C:9]([CH2:16][N:17]2C(=O)C3C(=CC=CC=3)C2=O)=[CH:8][CH:7]=1.O.NN. (3) Given the product [CH3:27][C:8]1[C:9]([CH:18]([CH2:24][CH2:25][CH3:26])[C:19]([O:21][CH2:22][CH3:23])=[O:20])=[C:10]([C:11]2[CH:16]=[CH:15][C:14]([CH3:17])=[CH:13][CH:12]=2)[N:5]2[N:4]=[CH:3][C:2]([C:28]3[CH:33]=[CH:32][CH:31]=[CH:30][CH:29]=3)=[C:6]2[N:7]=1, predict the reactants needed to synthesize it. The reactants are: Br[C:2]1[CH:3]=[N:4][N:5]2[C:10]([C:11]3[CH:16]=[CH:15][C:14]([CH3:17])=[CH:13][CH:12]=3)=[C:9]([CH:18]([CH2:24][CH2:25][CH3:26])[C:19]([O:21][CH2:22][CH3:23])=[O:20])[C:8]([CH3:27])=[N:7][C:6]=12.[C:28]1(B(O)O)[CH:33]=[CH:32][CH:31]=[CH:30][CH:29]=1.C(N(C(C)C)CC)(C)C. (4) The reactants are: [Cl:1][C:2]1[CH:18]=[C:17]([C:19]2[N:23]=[C:22]([C:24]3[CH:29]=[CH:28][C:27]([C:30]4[CH:35]=[CH:34][CH:33]=[CH:32][C:31]=4[CH3:36])=[C:26]([CH2:37][O:38][CH3:39])[CH:25]=3)[O:21][N:20]=2)[CH:16]=[CH:15][C:3]=1[CH2:4][N:5]([CH3:14])[CH2:6][C:7]([O:9]C(C)(C)C)=[O:8].Cl. Given the product [CH3:39][O:38][CH2:37][C:26]1[CH:25]=[C:24]([C:22]2[O:21][N:20]=[C:19]([C:17]3[CH:16]=[CH:15][C:3]([CH2:4][N:5]([CH3:14])[CH2:6][C:7]([OH:9])=[O:8])=[C:2]([Cl:1])[CH:18]=3)[N:23]=2)[CH:29]=[CH:28][C:27]=1[C:30]1[CH:35]=[CH:34][CH:33]=[CH:32][C:31]=1[CH3:36], predict the reactants needed to synthesize it. (5) Given the product [Cl:14][C:15]1[CH:16]=[C:17]([N:22]2[C:5](=[O:7])[C@@:3]([CH2:2][OH:1])([C:8]3[CH:13]=[CH:12][CH:11]=[CH:10][CH:9]=3)[NH:4][C:23]2=[O:24])[CH:18]=[CH:19][C:20]=1[Cl:21], predict the reactants needed to synthesize it. The reactants are: [OH:1][CH2:2][C@@:3]([C:8]1[CH:13]=[CH:12][CH:11]=[CH:10][CH:9]=1)([C:5]([OH:7])=O)[NH2:4].[Cl:14][C:15]1[CH:16]=[C:17]([N:22]=[C:23]=[O:24])[CH:18]=[CH:19][C:20]=1[Cl:21].Cl. (6) Given the product [Cl:1][C:2]1[CH:3]=[CH:4][C:5]2=[CH:16][CH:10]=[C:9]3[C:8]([CH:15]=[N:14][CH:13]=[CH:12]3)=[C:6]2[CH:7]=1, predict the reactants needed to synthesize it. The reactants are: [Cl:1][C:2]1[CH:3]=[CH:4][C:5]([CH:16]=O)=[C:6]([C:8]2[CH:15]=[N:14][CH:13]=[CH:12][C:9]=2[CH:10]=O)[CH:7]=1.NN.